This data is from Catalyst prediction with 721,799 reactions and 888 catalyst types from USPTO. The task is: Predict which catalyst facilitates the given reaction. Reactant: [F:1][C:2]([F:43])([F:42])[C:3]1[CH:4]=[C:5]([CH:35]=[C:36]([C:38]([F:41])([F:40])[F:39])[CH:37]=1)[CH2:6][N:7]1[C:11](Cl)=[C:10]([C:13]([C:15]2[C:16]([C:27]([CH3:34])([O:29][Si](C)(C)C)[CH3:28])=[N:17][O:18][C:19]=2[C:20]2[CH:25]=[CH:24][CH:23]=[CH:22][C:21]=2[Cl:26])=[O:14])[N:9]=[N:8]1.[NH:44]1[CH:48]=[CH:47][N:46]=[CH:45]1. Product: [F:43][C:2]([F:1])([F:42])[C:3]1[CH:4]=[C:5]([CH:35]=[C:36]([C:38]([F:41])([F:39])[F:40])[CH:37]=1)[CH2:6][N:7]1[C:11]([N:44]2[CH:48]=[CH:47][N:46]=[CH:45]2)=[C:10]([C:13]([C:15]2[C:16]([C:27]([OH:29])([CH3:28])[CH3:34])=[N:17][O:18][C:19]=2[C:20]2[CH:25]=[CH:24][CH:23]=[CH:22][C:21]=2[Cl:26])=[O:14])[N:9]=[N:8]1. The catalyst class is: 197.